Dataset: Full USPTO retrosynthesis dataset with 1.9M reactions from patents (1976-2016). Task: Predict the reactants needed to synthesize the given product. The reactants are: [F:1][C:2]1[CH:3]=[C:4]([N:9]2[C:13]3[CH:14]=[CH:15][CH:16]=[CH:17][C:12]=3[NH:11][S:10]2(=[O:19])=[O:18])[CH:5]=[CH:6][C:7]=1[F:8].[Br:20][CH2:21][CH2:22][CH2:23][CH2:24]Br.C(=O)([O-])[O-].[Cs+].[Cs+]. Given the product [Br:20][CH2:21][CH2:22][CH2:23][CH2:24][N:11]1[C:12]2[CH:17]=[CH:16][CH:15]=[CH:14][C:13]=2[N:9]([C:4]2[CH:5]=[CH:6][C:7]([F:8])=[C:2]([F:1])[CH:3]=2)[S:10]1(=[O:18])=[O:19], predict the reactants needed to synthesize it.